Dataset: Forward reaction prediction with 1.9M reactions from USPTO patents (1976-2016). Task: Predict the product of the given reaction. (1) Given the reactants [CH3:1][O:2][C:3](=[O:13])[C:4]1[CH:9]=[CH:8][CH:7]=[CH:6][C:5]=1[C:10](Cl)=[O:11].[NH:14]1[CH:18]=[CH:17]N=N1.C(=O)([O-])[O-].[K+].[K+], predict the reaction product. The product is: [CH3:1][O:2][C:3](=[O:13])[C:4]1[CH:9]=[CH:8][CH:7]=[CH:6][C:5]=1[C:10]1[O:11][CH:17]=[CH:18][N:14]=1. (2) Given the reactants [Cl:1][CH2:2][CH2:3][CH2:4][CH2:5][OH:6].N1C=CN=C1.[CH3:12][C:13]([Si:16](Cl)([CH3:18])[CH3:17])([CH3:15])[CH3:14], predict the reaction product. The product is: [C:13]([Si:16]([O:6][CH2:5][CH2:4][CH2:3][CH2:2][Cl:1])([CH3:18])[CH3:17])([CH3:15])([CH3:14])[CH3:12]. (3) Given the reactants Br[CH2:2][C:3]1[CH:8]=[C:7]([N+:9]([O-:11])=[O:10])[CH:6]=[CH:5][C:4]=1[O:12][CH3:13].[OH:14][CH2:15][C:16]1([C:29]2[CH:34]=[CH:33][CH:32]=[CH:31][CH:30]=2)[CH2:21][CH2:20][N:19]([C:22]([O:24][C:25]([CH3:28])([CH3:27])[CH3:26])=[O:23])[CH2:18][CH2:17]1.[H-].[Na+], predict the reaction product. The product is: [CH3:13][O:12][C:4]1[CH:5]=[CH:6][C:7]([N+:9]([O-:11])=[O:10])=[CH:8][C:3]=1[CH2:2][O:14][CH2:15][C:16]1([C:29]2[CH:30]=[CH:31][CH:32]=[CH:33][CH:34]=2)[CH2:21][CH2:20][N:19]([C:22]([O:24][C:25]([CH3:27])([CH3:28])[CH3:26])=[O:23])[CH2:18][CH2:17]1. (4) Given the reactants FC(F)(F)S(O[C:7]1[CH2:11][O:10][CH2:9][C:8]=1[C:12]([O:14][CH2:15][CH3:16])=[O:13])(=O)=O.[CH3:19][O:20][C:21]1[C:26](B(O)O)=[CH:25][CH:24]=[CH:23][N:22]=1.C([O-])([O-])=O.[Na+].[Na+], predict the reaction product. The product is: [CH3:19][O:20][C:21]1[C:26]([C:7]2[CH2:11][O:10][CH2:9][C:8]=2[C:12]([O:14][CH2:15][CH3:16])=[O:13])=[CH:25][CH:24]=[CH:23][N:22]=1. (5) Given the reactants [NH:1]1[CH:5]=[C:4]([NH:6][C:7]([C:9]2[C:17]3[C:12](=[CH:13][C:14]([C:18]4[CH:22]=[CH:21][N:20](C5CCCCO5)[N:19]=4)=[CH:15][CH:16]=3)[N:11](COCC[Si](C)(C)C)[N:10]=2)=[O:8])[CH:3]=[N:2]1.C(P(CCCC)CCCC)CCC.[CH3:50][N:51]([CH3:62])[CH2:52][CH2:53][CH:54]([C:56]1[CH:61]=[CH:60][CH:59]=[CH:58][CH:57]=1)O.CN(C(N=NC(N(C)C)=O)=O)C, predict the reaction product. The product is: [CH3:62][N:51]([CH3:50])[CH2:52][CH2:53][CH:54]([N:1]1[CH:5]=[C:4]([NH:6][C:7]([C:9]2[C:17]3[C:12](=[CH:13][C:14]([C:18]4[CH:22]=[CH:21][NH:20][N:19]=4)=[CH:15][CH:16]=3)[NH:11][N:10]=2)=[O:8])[CH:3]=[N:2]1)[C:56]1[CH:61]=[CH:60][CH:59]=[CH:58][CH:57]=1.